Dataset: Retrosynthesis with 50K atom-mapped reactions and 10 reaction types from USPTO. Task: Predict the reactants needed to synthesize the given product. (1) Given the product CCOc1ccc(C(=O)CCC(=O)Nc2cc(-c3ccc(OCCN4CCOCC4)cc3)c3ccccc3n2)cc1OCC, predict the reactants needed to synthesize it. The reactants are: CCOc1ccc(C(=O)CCC(=O)Nc2cc(-c3ccc(O)cc3)c3ccccc3n2)cc1OCC.ClCCN1CCOCC1. (2) Given the product CCC(C)Oc1ccc(OC)c2c1C(Cc1ccc(OC)c(OC)c1)N(CC(=O)NCc1ccccn1)CC2, predict the reactants needed to synthesize it. The reactants are: CCC(C)Br.COc1ccc(CC2c3c(O)ccc(OC)c3CCN2CC(=O)NCc2ccccn2)cc1OC.